Task: Regression. Given two drug SMILES strings and cell line genomic features, predict the synergy score measuring deviation from expected non-interaction effect.. Dataset: Merck oncology drug combination screen with 23,052 pairs across 39 cell lines (1) Drug 2: N#Cc1ccc(Cn2cncc2CN2CCN(c3cccc(Cl)c3)C(=O)C2)cc1. Synergy scores: synergy=-9.82. Cell line: SKMEL30. Drug 1: COC12C(COC(N)=O)C3=C(C(=O)C(C)=C(N)C3=O)N1CC1NC12. (2) Drug 1: CS(=O)(=O)CCNCc1ccc(-c2ccc3ncnc(Nc4ccc(OCc5cccc(F)c5)c(Cl)c4)c3c2)o1. Drug 2: CCc1cnn2c(NCc3ccc[n+]([O-])c3)cc(N3CCCCC3CCO)nc12. Cell line: UWB1289. Synergy scores: synergy=2.42. (3) Drug 1: Cn1nnc2c(C(N)=O)ncn2c1=O. Drug 2: NC1CCCCC1N.O=C(O)C(=O)O.[Pt+2]. Cell line: OCUBM. Synergy scores: synergy=21.8.